From a dataset of Catalyst prediction with 721,799 reactions and 888 catalyst types from USPTO. Predict which catalyst facilitates the given reaction. (1) The catalyst class is: 9. Product: [Cl:25][C:2]1[C:11]2[C:6](=[CH:7][C:8]([O:19][C:20]([CH3:22])=[O:21])=[C:9]([O:12][CH2:13][CH:14]3[CH2:18][CH2:17][CH2:16][CH2:15]3)[CH:10]=2)[N:5]=[CH:4][N:3]=1. Reactant: O[C:2]1[C:11]2[C:6](=[CH:7][C:8]([O:19][C:20]([CH3:22])=[O:21])=[C:9]([O:12][CH2:13][CH:14]3[CH2:18][CH2:17][CH2:16][CH2:15]3)[CH:10]=2)[N:5]=[CH:4][N:3]=1.S(Cl)([Cl:25])=O. (2) Reactant: [C:1]([O:5][C:6]([NH:8][CH:9]([C:29]([CH3:32])([CH3:31])[CH3:30])[C:10]([N:12]1[CH2:16][CH:15]([OH:17])[CH2:14][CH:13]1[C:18]([NH:20][C:21]1([C:26]([OH:28])=[O:27])[CH2:23][CH:22]1[CH2:24][CH3:25])=[O:19])=[O:11])=[O:7])([CH3:4])([CH3:3])[CH3:2].CC([O-])(C)C.[K+].Cl[C:40]1[C:49]2[C:44](=[CH:45][C:46]([O:50][CH3:51])=[CH:47][CH:48]=2)[N:43]=[N:42][CH:41]=1. Product: [C:1]([O:5][C:6]([NH:8][CH:9]([C:29]([CH3:31])([CH3:30])[CH3:32])[C:10]([N:12]1[CH2:16][CH:15]([O:17][C:40]2[C:49]3[C:44](=[CH:45][C:46]([O:50][CH3:51])=[CH:47][CH:48]=3)[N:43]=[N:42][CH:41]=2)[CH2:14][CH:13]1[C:18]([NH:20][C:21]1([C:26]([OH:28])=[O:27])[CH2:23][CH:22]1[CH2:24][CH3:25])=[O:19])=[O:11])=[O:7])([CH3:4])([CH3:2])[CH3:3]. The catalyst class is: 49. (3) Reactant: [H-].C([Al+]CC(C)C)C(C)C.CCCCCCC.[Br:18][C:19]1[CH:28]=[C:27]2[C:22]([C:23](=[O:29])[CH:24]=[CH:25][O:26]2)=[CH:21][CH:20]=1. Product: [Br:18][C:19]1[CH:28]=[C:27]2[C:22]([C:23](=[O:29])[CH2:24][CH2:25][O:26]2)=[CH:21][CH:20]=1. The catalyst class is: 7. (4) Reactant: [CH3:1][C:2]1([CH3:22])[CH2:11][CH2:10][C:9]([CH3:13])([CH3:12])[C:8]2[CH:7]=[C:6]([C:14]3[N:15]=[C:16]([CH2:19][C:20]#[N:21])[S:17][CH:18]=3)[CH:5]=[CH:4][C:3]1=2.Cl. Product: [CH3:1][C:2]1([CH3:22])[CH2:11][CH2:10][C:9]([CH3:12])([CH3:13])[C:8]2[CH:7]=[C:6]([C:14]3[N:15]=[C:16]([CH2:19][CH2:20][NH2:21])[S:17][CH:18]=3)[CH:5]=[CH:4][C:3]1=2. The catalyst class is: 36. (5) Reactant: Cl[C:2]1[N:7]=[C:6]([N:8]2[CH2:13][CH2:12][CH:11]([CH:14]3[CH2:19][CH2:18][N:17]([C:20]([O:22][C:23]([CH3:26])([CH3:25])[CH3:24])=[O:21])[CH2:16][CH2:15]3)[CH2:10][CH2:9]2)[C:5]([F:27])=[CH:4][N:3]=1.[CH3:28][O-:29].[K+]. Product: [F:27][C:5]1[C:6]([N:8]2[CH2:13][CH2:12][CH:11]([CH:14]3[CH2:19][CH2:18][N:17]([C:20]([O:22][C:23]([CH3:26])([CH3:25])[CH3:24])=[O:21])[CH2:16][CH2:15]3)[CH2:10][CH2:9]2)=[N:7][C:2]([O:29][CH3:28])=[N:3][CH:4]=1. The catalyst class is: 37.